Dataset: Forward reaction prediction with 1.9M reactions from USPTO patents (1976-2016). Task: Predict the product of the given reaction. (1) The product is: [CH3:18][C:3]1[C:4]([CH:16]=[O:17])=[CH:5][N:6]([S:7]([C:10]2[CH:15]=[CH:14][CH:13]=[CH:12][CH:11]=2)(=[O:9])=[O:8])[C:2]=1[C:21]1[CH:22]=[CH:23][S:19][CH:20]=1. Given the reactants Br[C:2]1[N:6]([S:7]([C:10]2[CH:15]=[CH:14][CH:13]=[CH:12][CH:11]=2)(=[O:9])=[O:8])[CH:5]=[C:4]([CH:16]=[O:17])[C:3]=1[CH3:18].[S:19]1[CH:23]=[CH:22][C:21](B(O)O)=[CH:20]1.C(=O)([O-])[O-].[Na+].[Na+].O, predict the reaction product. (2) Given the reactants [H-].[K+:2].[CH3:3][Si:4]([CH3:15])([CH3:14])[O:5][CH2:6][CH2:7][CH2:8][C:9]1[CH2:13][CH:12]=[CH:11][CH:10]=1, predict the reaction product. The product is: [CH3:15][Si:4]([CH3:3])([CH3:14])[O:5][CH2:6][CH2:7][CH2:8][C-:9]1[CH:13]=[CH:12][CH:11]=[CH:10]1.[K+:2]. (3) Given the reactants ClC(C1SC=CC=1C#N)C.[OH:11][CH:12]([C:14]1[S:15][CH:16]=[CH:17][C:18]=1[C:19]#[N:20])[CH3:13], predict the reaction product. The product is: [C:12]([C:14]1[S:15][CH:16]=[CH:17][C:18]=1[C:19]#[N:20])(=[O:11])[CH3:13]. (4) Given the reactants C([O:6][CH2:7][CH:8]1[O:12][N:11]=[C:10]([C:13]2[CH:18]=[CH:17][C:16]([Br:19])=[CH:15][N:14]=2)[CH2:9]1)(=O)CCC, predict the reaction product. The product is: [Br:19][C:16]1[CH:17]=[CH:18][C:13]([C:10]2[CH2:9][C@H:8]([CH2:7][OH:6])[O:12][N:11]=2)=[N:14][CH:15]=1. (5) Given the reactants P(Cl)(Cl)(Cl)=O.CN(C)[CH:8]=[O:9].[CH3:11][C:12]1[NH:13][CH:14]=[C:15]([CH3:34])[C:16]=1[C:17]1[NH:18][C:19]2[CH:25]=[C:24]([C:26](=[O:33])[C:27]3[CH:32]=[CH:31][CH:30]=[CH:29][CH:28]=3)[CH:23]=[CH:22][C:20]=2[N:21]=1.[OH-].[Na+], predict the reaction product. The product is: [CH:8]([C:14]1[NH:13][C:12]([CH3:11])=[C:16]([C:17]2[NH:18][C:19]3[CH:25]=[C:24]([C:26](=[O:33])[C:27]4[CH:28]=[CH:29][CH:30]=[CH:31][CH:32]=4)[CH:23]=[CH:22][C:20]=3[N:21]=2)[C:15]=1[CH3:34])=[O:9]. (6) Given the reactants [CH3:1][Mg]Br.[Br:4][C:5]1[CH:12]=[CH:11][C:8]([CH:9]=[O:10])=[CH:7][C:6]=1[F:13], predict the reaction product. The product is: [Br:4][C:5]1[CH:12]=[CH:11][C:8]([CH:9]([OH:10])[CH3:1])=[CH:7][C:6]=1[F:13].